From a dataset of Full USPTO retrosynthesis dataset with 1.9M reactions from patents (1976-2016). Predict the reactants needed to synthesize the given product. (1) The reactants are: Cl[C:2]1[C:11]2[C:6](=[CH:7][CH:8]=[CH:9][CH:10]=2)[N:5]=[CH:4][N:3]=1.CC[N:14](C(C)C)C(C)C. Given the product [NH2:14][C:2]1[C:11]2[C:6](=[CH:7][CH:8]=[CH:9][CH:10]=2)[N:5]=[CH:4][N:3]=1, predict the reactants needed to synthesize it. (2) Given the product [F:1][C:2]1[C:7]([S:17][CH3:16])=[CH:6][C:5]([CH3:8])=[CH:4][C:3]=1[O:9][CH3:10], predict the reactants needed to synthesize it. The reactants are: [F:1][C:2]1[CH:7]=[CH:6][C:5]([CH3:8])=[CH:4][C:3]=1[O:9][CH3:10].C([Li])(CC)C.[CH3:16][S:17]SC.